Dataset: Peptide-MHC class II binding affinity with 134,281 pairs from IEDB. Task: Regression. Given a peptide amino acid sequence and an MHC pseudo amino acid sequence, predict their binding affinity value. This is MHC class II binding data. (1) The peptide sequence is LSELLADSEITETYK. The MHC is DRB1_0101 with pseudo-sequence DRB1_0101. The binding affinity (normalized) is 0.496. (2) The peptide sequence is MKEGRYEVRAELPGV. The MHC is DRB1_1201 with pseudo-sequence DRB1_1201. The binding affinity (normalized) is 0.0947. (3) The peptide sequence is DEYVEQVAQYKALPV. The MHC is DRB1_0701 with pseudo-sequence DRB1_0701. The binding affinity (normalized) is 0.618. (4) The peptide sequence is DDEVLIEVNPPFGDS. The MHC is HLA-DQA10501-DQB10302 with pseudo-sequence HLA-DQA10501-DQB10302. The binding affinity (normalized) is 0.361. (5) The peptide sequence is SLRTTTVSGKLIHEW. The MHC is DRB1_1501 with pseudo-sequence DRB1_1501. The binding affinity (normalized) is 0.390.